From a dataset of Retrosynthesis with 50K atom-mapped reactions and 10 reaction types from USPTO. Predict the reactants needed to synthesize the given product. (1) Given the product CCOC(=O)/C(=N\OCCN=[N+]=[N-])c1csc(N)n1, predict the reactants needed to synthesize it. The reactants are: CCOC(=O)/C(=N\OCCBr)c1csc(N)n1.[N-]=[N+]=[N-]. (2) The reactants are: COC(=O)COc1ccc(CCC(=O)c2ccc(OC)c(CCC(C)C)c2O)cc1. Given the product COc1ccc(C(=O)CCc2ccc(OCC(=O)O)cc2)c(O)c1CCC(C)C, predict the reactants needed to synthesize it. (3) Given the product O=C(O)c1cn(Cc2ccc(Cn3cccn3)cc2)cn1, predict the reactants needed to synthesize it. The reactants are: COC(=O)c1cn(Cc2ccc(Cn3cccn3)cc2)cn1. (4) Given the product CC(C)[Si](OC1CCN(N2CC[C@@H](Cc3c(Cl)cc(-c4ccc(C(=O)N5CCC(F)(F)CC5)cc4)cc3Cl)C2=O)CC1)(C(C)C)C(C)C, predict the reactants needed to synthesize it. The reactants are: CC(C)[Si](OC1CCN(N2CC[C@@H](Cc3c(Cl)cc(-c4ccc(C(=O)O)cc4)cc3Cl)C2=O)CC1)(C(C)C)C(C)C.FC1(F)CCNCC1.